The task is: Predict the product of the given reaction.. This data is from Forward reaction prediction with 1.9M reactions from USPTO patents (1976-2016). (1) Given the reactants [CH:1]1([CH2:4][N:5]2[CH2:11][CH2:10][C:9]3[CH:12]=[CH:13][C:14]([O:16][CH2:17][CH:18]4[CH2:23][CH2:22][N:21](C(OC(C)(C)C)=O)[CH2:20][CH2:19]4)=[CH:15][C:8]=3[CH2:7][CH2:6]2)[CH2:3][CH2:2]1.FC(F)(F)C(O)=O, predict the reaction product. The product is: [CH:1]1([CH2:4][N:5]2[CH2:11][CH2:10][C:9]3[CH:12]=[CH:13][C:14]([O:16][CH2:17][CH:18]4[CH2:19][CH2:20][NH:21][CH2:22][CH2:23]4)=[CH:15][C:8]=3[CH2:7][CH2:6]2)[CH2:2][CH2:3]1. (2) Given the reactants Cl[C:2]1[C:3]([NH2:9])=[N:4][CH:5]=[N:6][C:7]=1Cl.[NH2:10][CH2:11][CH:12]1[CH2:17][CH2:16][N:15]([C:18]([O:20]C(C)(C)C)=O)[CH2:14][CH2:13]1.[O:25]([C:32]1[CH:37]=[CH:36][C:35](B(O)O)=[CH:34][CH:33]=1)[C:26]1[CH:31]=[CH:30][CH:29]=[CH:28][CH:27]=1.[Cl:41][CH2:42]C(Cl)=O, predict the reaction product. The product is: [NH2:9][C:3]1[N:4]=[CH:5][N:6]=[C:7]([NH:10][CH2:11][CH:12]2[CH2:13][CH2:14][N:15]([C:18](=[O:20])[CH2:42][Cl:41])[CH2:16][CH2:17]2)[C:2]=1[C:29]1[CH:30]=[CH:31][C:26]([O:25][C:32]2[CH:37]=[CH:36][CH:35]=[CH:34][CH:33]=2)=[CH:27][CH:28]=1. (3) The product is: [Cl:1][C:2]1[CH:7]=[C:6]([O:8][CH2:9][C:10]2[C:11]([C:18]3[C:19]([Cl:25])=[CH:20][CH:21]=[CH:22][C:23]=3[Cl:24])=[N:12][O:13][C:14]=2[CH:15]([CH3:17])[CH3:16])[CH:5]=[CH:4][C:3]=1[C:26]1[CH:27]=[C:28]2[C:33](=[CH:34][CH:35]=1)[C:32]([C:36]([OH:38])=[O:37])=[CH:31][CH:30]=[CH:29]2. Given the reactants [Cl:1][C:2]1[CH:7]=[C:6]([O:8][CH2:9][C:10]2[C:11]([C:18]3[C:23]([Cl:24])=[CH:22][CH:21]=[CH:20][C:19]=3[Cl:25])=[N:12][O:13][C:14]=2[CH:15]([CH3:17])[CH3:16])[CH:5]=[CH:4][C:3]=1[C:26]1[CH:27]=[C:28]2[C:33](=[CH:34][CH:35]=1)[C:32]([C:36]([O:38]C)=[O:37])=[CH:31][CH:30]=[CH:29]2.C1COCC1.[OH-].[Na+].Cl, predict the reaction product. (4) Given the reactants [F:1][C:2]1[C:11]([CH2:12][CH2:13][CH:14]2[CH2:16][O:15]2)=[C:10]2[C:5]([CH:6]=[CH:7][C:8]([O:17]C)=[N:9]2)=[CH:4][CH:3]=1.[O-]S(C(F)(F)F)(=O)=O.[Yb+3:27].[O-]S(C(F)(F)F)(=O)=O.[O-]S(C(F)(F)F)(=O)=O.C(=O)(O)[O-].[Na+], predict the reaction product. The product is: [F:1][C:2]1[CH:3]=[CH:4][C:5]2[CH:6]=[CH:7][C:8](=[O:17])[N:9]3[C:10]=2[C:11]=1[CH2:12][CH2:13][CH:14]3[CH2:16][OH:15].[Yb:27]. (5) The product is: [C:1]([O:5][C:6]([N:8]1[CH2:13][CH2:12][N:11]([C:14]2[N:19]=[C:18]([C:20]3[CH:25]=[CH:24][N:23]=[C:22]([Cl:26])[CH:21]=3)[C:17]([C:32]3[CH:33]=[CH:34][C:29]([F:28])=[CH:30][CH:31]=3)=[CH:16][CH:15]=2)[CH2:10][CH2:9]1)=[O:7])([CH3:4])([CH3:3])[CH3:2]. Given the reactants [C:1]([O:5][C:6]([N:8]1[CH2:13][CH2:12][N:11]([C:14]2[N:19]=[C:18]([C:20]3[CH:25]=[CH:24][N:23]=[C:22]([Cl:26])[CH:21]=3)[C:17](Br)=[CH:16][CH:15]=2)[CH2:10][CH2:9]1)=[O:7])([CH3:4])([CH3:3])[CH3:2].[F:28][C:29]1[CH:34]=[CH:33][C:32](B(O)O)=[CH:31][CH:30]=1.C(Cl)Cl.C([O-])([O-])=O.[Na+].[Na+], predict the reaction product.